This data is from Catalyst prediction with 721,799 reactions and 888 catalyst types from USPTO. The task is: Predict which catalyst facilitates the given reaction. (1) Reactant: CC(OC([NH:8][C:9]([CH3:16])([C:11]([N:13]([CH3:15])[CH3:14])=[O:12])[CH3:10])=O)(C)C.[ClH:17]. Product: [ClH:17].[CH3:14][N:13]([CH3:15])[C:11](=[O:12])[C:9]([CH3:16])([CH3:10])[NH2:8]. The catalyst class is: 12. (2) Reactant: [CH3:1][S:2](Cl)(=[O:4])=[O:3].ClCCl.[Si:9]([O:26][CH2:27][CH:28]1[CH2:33][CH2:32][C@@H:31]([OH:34])[C@@H:30]([OH:35])[CH2:29]1)([C:22]([CH3:25])([CH3:24])[CH3:23])([C:16]1[CH:21]=[CH:20][CH:19]=[CH:18][CH:17]=1)[C:10]1[CH:15]=[CH:14][CH:13]=[CH:12][CH:11]=1.C(N(CC)CC)C. Product: [Si:9]([O:26][CH2:27][CH:28]1[CH2:33][CH2:32][C@@H:31]([O:34][S:2]([CH3:1])(=[O:4])=[O:3])[C@@H:30]([O:35][S:2]([CH3:1])(=[O:4])=[O:3])[CH2:29]1)([C:22]([CH3:25])([CH3:23])[CH3:24])([C:16]1[CH:21]=[CH:20][CH:19]=[CH:18][CH:17]=1)[C:10]1[CH:11]=[CH:12][CH:13]=[CH:14][CH:15]=1. The catalyst class is: 6. (3) The catalyst class is: 10. Product: [Br:13][C:7]1[CH:8]=[C:9]([CH:10]([CH3:12])[CH3:11])[C:2]([OH:1])=[C:3]([CH:6]=1)[CH:4]=[O:5]. Reactant: [OH:1][C:2]1[C:9]([CH:10]([CH3:12])[CH3:11])=[CH:8][CH:7]=[CH:6][C:3]=1[CH:4]=[O:5].[Br:13]N1C(=O)CCC1=O. (4) Reactant: C[Si](C)(C)OC(CCCC)C(Cl)=O.ClC1C=CC(N2C=NN=N2)=C(C=1)CNC([C@@H]1C[C@H]2[C@H](C2)N1)=O.N1C=CC=CC=1.C(O)(C(F)(F)F)=O.[Cl:49][C:50]1[CH:51]=[CH:52][C:53]([N:74]2[CH:78]=[N:77][N:76]=[N:75]2)=[C:54]([CH:73]=1)[CH2:55][NH:56][C:57]([C@@H:59]1[CH2:64][C@H:63]2[C@H:61]([CH2:62]2)[N:60]1[C:65](=[O:72])[CH:66]([OH:71])[CH2:67][CH2:68][CH2:69][CH3:70])=[O:58]. Product: [Cl:49][C:50]1[CH:51]=[CH:52][C:53]([N:74]2[CH:78]=[N:77][N:76]=[N:75]2)=[C:54]([CH:73]=1)[CH2:55][NH:56][C:57]([C@@H:59]1[CH2:64][C@H:63]2[C@H:61]([CH2:62]2)[N:60]1[C:65](=[O:72])[C@H:66]([OH:71])[CH2:67][CH2:68][CH2:69][CH3:70])=[O:58]. The catalyst class is: 61. (5) The catalyst class is: 62. Product: [N:19]1[CH:20]=[CH:21][CH:22]=[C:17]([N:4]2[CH2:5][C:6]3[CH:11]=[CH:10][C:9]([C:12]([O:14][CH3:15])=[O:13])=[CH:8][C:7]=3[O:1][CH2:2][CH2:3]2)[CH:18]=1. Reactant: [O:1]1[C:7]2[CH:8]=[C:9]([C:12]([O:14][CH3:15])=[O:13])[CH:10]=[CH:11][C:6]=2[CH2:5][NH:4][CH2:3][CH2:2]1.Br[C:17]1[CH:18]=[N:19][CH:20]=[CH:21][CH:22]=1.C1C=CC(P(C2C(C3C(P(C4C=CC=CC=4)C4C=CC=CC=4)=CC=C4C=3C=CC=C4)=C3C(C=CC=C3)=CC=2)C2C=CC=CC=2)=CC=1.C([O-])([O-])=O.[Cs+].[Cs+].